Dataset: Catalyst prediction with 721,799 reactions and 888 catalyst types from USPTO. Task: Predict which catalyst facilitates the given reaction. (1) Reactant: [H-].[Na+].[OH:3][CH2:4][C:5]1[O:6][C:7]([CH3:20])=[CH:8][C:9](=[O:19])[C:10]=1[O:11][CH2:12][C:13]1[CH:18]=[CH:17][CH:16]=[CH:15][CH:14]=1.I[CH3:22]. Product: [CH3:22][O:3][CH2:4][C:5]1[O:6][C:7]([CH3:20])=[CH:8][C:9](=[O:19])[C:10]=1[O:11][CH2:12][C:13]1[CH:18]=[CH:17][CH:16]=[CH:15][CH:14]=1. The catalyst class is: 3. (2) Reactant: [OH:1][CH:2]([CH2:31][CH3:32])[CH2:3][C@H:4]1[CH2:15][CH2:14][C:13]2[S:12][C:11]3[N:10]=[CH:9][N:8]=[C:7]([NH:16][CH:17]4[CH2:22][CH2:21][CH:20]([NH:23]C(=O)OC(C)(C)C)[CH2:19][CH2:18]4)[C:6]=3[C:5]1=2.Cl. Product: [NH2:23][CH:20]1[CH2:21][CH2:22][CH:17]([NH:16][C:7]2[C:6]3[C:5]4[C@@H:4]([CH2:3][CH:2]([OH:1])[CH2:31][CH3:32])[CH2:15][CH2:14][C:13]=4[S:12][C:11]=3[N:10]=[CH:9][N:8]=2)[CH2:18][CH2:19]1. The catalyst class is: 4. (3) Reactant: [CH2:1]([NH:3][C:4]([C:6]1[CH:29]=[CH:28][C:9]2[N:10]([CH:15]3[CH2:20][CH2:19][N:18](C(OC(C)(C)C)=O)[CH2:17][CH2:16]3)[C:11](=[O:14])[N:12]([CH3:13])[C:8]=2[CH:7]=1)=[O:5])[CH3:2].[F:30][C:31]([F:36])([F:35])[C:32]([OH:34])=[O:33]. Product: [F:30][C:31]([F:36])([F:35])[C:32]([O-:34])=[O:33].[CH2:1]([NH:3][C:4]([C:6]1[CH:29]=[CH:28][C:9]2[N:10]([CH:15]3[CH2:16][CH2:17][NH2+:18][CH2:19][CH2:20]3)[C:11](=[O:14])[N:12]([CH3:13])[C:8]=2[CH:7]=1)=[O:5])[CH3:2].[F:30][C:31]([F:36])([F:35])[C:32]([O-:34])=[O:33]. The catalyst class is: 4. (4) Reactant: [CH3:1][N:2]1[C:6]([CH3:7])=[CH:5][C:4]([NH:8][C:9](=[O:23])[C:10]2[CH:15]=[C:14]([O:16][C@@H:17]([CH3:21])[CH2:18][O:19][CH3:20])[CH:13]=[C:12]([OH:22])[CH:11]=2)=[N:3]1.C(=O)([O-])[O-].[K+].[K+].[N:30]1([C:34]([C:36]2[CH:37]=[C:38]([Cl:43])[C:39](Cl)=[N:40][CH:41]=2)=[O:35])[CH2:33][CH2:32][CH2:31]1. Product: [N:30]1([C:34]([C:36]2[CH:37]=[C:38]([Cl:43])[C:39]([O:22][C:12]3[CH:11]=[C:10]([CH:15]=[C:14]([O:16][C@@H:17]([CH3:21])[CH2:18][O:19][CH3:20])[CH:13]=3)[C:9]([NH:8][C:4]3[CH:5]=[C:6]([CH3:7])[N:2]([CH3:1])[N:3]=3)=[O:23])=[N:40][CH:41]=2)=[O:35])[CH2:33][CH2:32][CH2:31]1. The catalyst class is: 10. (5) Reactant: [OH:1][C:2]1[CH:3]=[C:4]([CH:10]=[CH:11][CH:12]=1)[C:5]([O:7][CH2:8][CH3:9])=[O:6].BrC[CH2:15][CH:16]1[O:20][CH2:19][CH2:18][O:17]1.C(=O)([O-])[O-].[K+].[K+].[I-].[Na+]. Product: [CH2:8]([O:7][C:5](=[O:6])[C:4]1[CH:10]=[CH:11][CH:12]=[C:2]([O:1][CH2:15][CH:16]2[O:20][CH2:19][CH2:18][O:17]2)[CH:3]=1)[CH3:9]. The catalyst class is: 3. (6) Reactant: [P].[NH3:2].[P:3]([O-:7])([O-:6])([O-:5])=[O:4].[NH4+].[NH4+].[NH4+].[P:11]([OH:14])([OH:13])[OH:12]. Product: [P:3](=[O:4])([OH:7])([OH:6])[OH:5].[P:11]([OH:14])([OH:13])[OH:12].[NH3:2]. The catalyst class is: 6.